From a dataset of Antibody developability classification from SAbDab with 2,409 antibodies. Regression/Classification. Given an antibody's heavy chain and light chain sequences, predict its developability. TAP uses regression for 5 developability metrics; SAbDab uses binary classification. (1) The antibody is ['AVQLSQSGTVLARPGASVKMSCKASGYTFTSYWMHWVKQRPGQGLEWIGAIYPGNSDTSYNQKFKGKAKLTAVTSASTAYMELSSLTNEDSAVYYCTRWPHYYGGSRYYFDYWGQGTTLTVSS', 'DIVMTQSSSSLSASLGDRVTISCRASQDISNYLNWYQQKPDGTVELLIYYTSRLQSGVPSRFSGSGSGSDYSLTISNLVPEDIATYYCQQYSKLFTFGSGTKLEIK']. Result: 0 (not developable). (2) The antibody is ['EVQLVESGGGLVQPGGSLRLSCAASGFTFSRYTMSWVRQAPGKGLEWVATISGGGHTYYLDSVKGRFTISRDNSKNTLYLQMNSLRAEDTAVYYCTRGFGDGGYFDVWGQGTLVTVSS', 'QIQLTQSPSSLSASVGDRVTITCSASSSVNSSALFWYQQKPGKAPKPWIYLTSNLASGVPSRFSGSGSGTDYTLTISSLQPEDFATYYCQQISGNPWTFGQGTKVEIK']. Result: 0 (not developable).